Dataset: Full USPTO retrosynthesis dataset with 1.9M reactions from patents (1976-2016). Task: Predict the reactants needed to synthesize the given product. (1) Given the product [NH2:21][N:22]1[N:37]=[C:5]([C:4]2[CH:16]=[CH:17][C:18]([CH3:19])=[C:2]([CH3:1])[CH:3]=2)[C:7]2[C:8](=[CH:12][CH:13]=[CH:14][CH:15]=2)[C:9]1=[O:20], predict the reactants needed to synthesize it. The reactants are: [CH3:1][C:2]1[CH:3]=[C:4]([CH:16]=[CH:17][C:18]=1[CH3:19])[C:5]([C:7]1[CH:15]=[CH:14][CH:13]=[CH:12][C:8]=1[C:9](O)=O)=O.[OH2:20].[NH2:21][NH2:22].C1(P([NH:37]O)(C2C=CC=CC=2)=O)C=CC=CC=1. (2) The reactants are: [NH2:1][C:2]1[N:6]([C@@H:7]2[CH2:12][CH2:11][CH2:10][N:9](C(OC(C)(C)C)=O)[CH2:8]2)[N:5]=[C:4]([C:20]2[CH:25]=[CH:24][C:23]([O:26][C:27]3[CH:32]=[CH:31][CH:30]=[CH:29][CH:28]=3)=[CH:22][CH:21]=2)[C:3]=1[C:33](=[O:35])[NH2:34].[ClH:36]. Given the product [ClH:36].[NH2:1][C:2]1[N:6]([C@@H:7]2[CH2:12][CH2:11][CH2:10][NH:9][CH2:8]2)[N:5]=[C:4]([C:20]2[CH:21]=[CH:22][C:23]([O:26][C:27]3[CH:32]=[CH:31][CH:30]=[CH:29][CH:28]=3)=[CH:24][CH:25]=2)[C:3]=1[C:33]([NH2:34])=[O:35], predict the reactants needed to synthesize it. (3) Given the product [CH3:2][O:3][C:33](=[O:34])/[C:8](/[O:9][CH3:5])=[CH:10]/[C:22]1[C:23]2[S:24][CH:25]=[CH:26][C:27]=2[C:19]([O:18][CH2:17][CH2:16][C:6]2[N:7]=[C:8]([C:10]3[CH:11]=[CH:12][CH:13]=[CH:14][CH:15]=3)[O:9][C:5]=2[CH3:4])=[CH:20][CH:21]=1, predict the reactants needed to synthesize it. The reactants are: [Li+].[CH3:2][O-:3].[CH3:4][C:5]1[O:9][C:8]([C:10]2[CH:15]=[CH:14][CH:13]=[CH:12][CH:11]=2)=[N:7][C:6]=1[CH2:16][CH2:17][O:18][C:19]1[C:27]2[CH:26]=[CH:25][S:24][C:23]=2[C:22](C=O)=[CH:21][CH:20]=1.CN([CH:33]=[O:34])C. (4) Given the product [F:19][C@H:7]1[C@@H:6]([O:5][C:4]2[CH:20]=[CH:21][C:22]([C:24]3[N:29]=[C:28]([NH:30][C:31]4[CH:36]=[CH:35][C:34]([N:37]5[CH2:38][CH2:39][N:40]([CH:43]6[CH2:46][O:45][CH2:44]6)[CH2:41][CH2:42]5)=[CH:33][CH:32]=4)[N:27]=[CH:26][N:25]=3)=[CH:23][C:3]=2[C:1]#[N:2])[CH2:11][CH2:10][NH:9][CH2:8]1, predict the reactants needed to synthesize it. The reactants are: [C:1]([C:3]1[CH:23]=[C:22]([C:24]2[N:29]=[C:28]([NH:30][C:31]3[CH:36]=[CH:35][C:34]([N:37]4[CH2:42][CH2:41][N:40]([CH:43]5[CH2:46][O:45][CH2:44]5)[CH2:39][CH2:38]4)=[CH:33][CH:32]=3)[N:27]=[CH:26][N:25]=2)[CH:21]=[CH:20][C:4]=1[O:5][C@H:6]1[CH2:11][CH2:10][N:9](C(OC(C)(C)C)=O)[CH2:8][C@H:7]1[F:19])#[N:2].C(O)(C(F)(F)F)=O. (5) Given the product [NH2:29][CH:30]([C:34]1[CH:39]=[CH:38][CH:37]=[CH:36][CH:35]=1)[C:31]([N:9]([C:6]1[CH:7]=[CH:8][C:3]([O:2][CH3:1])=[CH:4][CH:5]=1)[CH2:10][CH2:11][C:12]1[CH:17]=[CH:16][C:15]([C:18]([F:20])([F:19])[F:21])=[CH:14][CH:13]=1)=[O:32], predict the reactants needed to synthesize it. The reactants are: [CH3:1][O:2][C:3]1[CH:8]=[CH:7][C:6]([NH:9][CH2:10][CH2:11][C:12]2[CH:17]=[CH:16][C:15]([C:18]([F:21])([F:20])[F:19])=[CH:14][CH:13]=2)=[CH:5][CH:4]=1.C(OC([NH:29][CH:30]([C:34]1[CH:39]=[CH:38][CH:37]=[CH:36][CH:35]=1)[C:31](O)=[O:32])=O)(C)(C)C. (6) Given the product [C:1]([N:3]=[S:4]([C:7]1[CH:24]=[CH:23][C:10]([CH2:11][N:12]2[C:20](=[O:21])[C:19]3[C:14](=[CH:15][CH:16]=[CH:17][CH:18]=3)[C:13]2=[O:22])=[CH:9][CH:8]=1)([CH2:6][CH3:25])=[O:5])#[N:2], predict the reactants needed to synthesize it. The reactants are: [C:1]([N:3]=[S:4]([C:7]1[CH:24]=[CH:23][C:10]([CH2:11][N:12]2[C:20](=[O:21])[C:19]3[C:14](=[CH:15][CH:16]=[CH:17][CH:18]=3)[C:13]2=[O:22])=[CH:9][CH:8]=1)([CH3:6])=[O:5])#[N:2].[C:25](N=S(C1C=CC(CN2C(=O)C3C(=CC=CC=3)C2=O)=CC=1)CC)#N. (7) Given the product [CH2:1]([O:3][C:4]([C:6]1[C:7]([OH:31])=[C:8]2[C:15]([C:16]#[N:17])=[C:14]([C:18]3[CH:23]=[CH:22][C:21]([F:24])=[CH:20][CH:19]=3)[N:13]([C:25]3[CH:30]=[CH:29][CH:28]=[CH:27][CH:26]=3)[C:9]2=[C:10]([C:32]#[N:33])[N:11]=1)=[O:5])[CH3:2], predict the reactants needed to synthesize it. The reactants are: [CH2:1]([O:3][C:4]([C:6]1[C:7]([OH:31])=[C:8]2[C:15]([C:16]#[N:17])=[C:14]([C:18]3[CH:23]=[CH:22][C:21]([F:24])=[CH:20][CH:19]=3)[N:13]([C:25]3[CH:30]=[CH:29][CH:28]=[CH:27][CH:26]=3)[C:9]2=[C:10](Br)[N:11]=1)=[O:5])[CH3:2].[C:32]([Cu])#[N:33].